From a dataset of Reaction yield outcomes from USPTO patents with 853,638 reactions. Predict the reaction yield, written as a fraction of the theoretical maximum amount of product (1.0 means a 100% yield; for example, 0.34 means a 34% yield). (1) The reactants are [NH2:1][C:2](=[O:36])[CH2:3][O:4][C:5]1[CH:6]=[C:7]2[C:12](=[CH:13][CH:14]=1)[C:11](=[O:15])[N:10]([CH2:16][CH:17]([CH3:19])[CH3:18])[C:9]([CH2:20][NH:21]C(=O)OC(C)(C)C)=[C:8]2[C:29]1[CH:34]=[CH:33][C:32]([F:35])=[CH:31][CH:30]=1.[ClH:37]. The catalyst is C(OCC)(=O)C. The product is [ClH:37].[NH2:21][CH2:20][C:9]1[N:10]([CH2:16][CH:17]([CH3:19])[CH3:18])[C:11](=[O:15])[C:12]2[C:7]([C:8]=1[C:29]1[CH:30]=[CH:31][C:32]([F:35])=[CH:33][CH:34]=1)=[CH:6][C:5]([O:4][CH2:3][C:2]([NH2:1])=[O:36])=[CH:14][CH:13]=2. The yield is 0.941. (2) The yield is 0.0910. The product is [Cl:25][C:24]1[C:23]([O:26][CH3:27])=[CH:22][C:21]([O:28][CH3:29])=[C:20]([Cl:30])[C:19]=1[NH:18][C:16](=[O:17])[N:15]([C:11]1[N:12]=[CH:13][N:14]=[C:9]([NH:8][C:3]2[CH:4]=[CH:5][CH:6]=[CH:7][C:2]=2[NH:1][C:47](=[O:50])[C:48]#[CH:49])[CH:10]=1)[CH3:31]. The catalyst is C(Cl)(Cl)Cl. The reactants are [NH2:1][C:2]1[CH:7]=[CH:6][CH:5]=[CH:4][C:3]=1[NH:8][C:9]1[N:14]=[CH:13][N:12]=[C:11]([N:15]([CH3:31])[C:16]([NH:18][C:19]2[C:24]([Cl:25])=[C:23]([O:26][CH3:27])[CH:22]=[C:21]([O:28][CH3:29])[C:20]=2[Cl:30])=[O:17])[CH:10]=1.C1CCC(N=C=NC2CCCCC2)CC1.[C:47](O)(=[O:50])[C:48]#[CH:49].O. (3) The reactants are OCC1C=NC2N3C=CN=C3C(=O)NC=2C=1.OCC1C=NC2N3C=NC=C3C(=O)NC=2C=1.O=C1[NH:39][C:38]2[CH:40]=[C:41]([C:44]([O:46][CH3:47])=[O:45])[CH:42]=[N:43][C:37]=2[N:36]2[CH:48]=[CH:49][N:50]=[C:35]12.[H-].[Na+].[H-].[H-].[H-].[H-].[Li+].[Al+3].C(O)(C(F)(F)F)=O. The catalyst is C1COCC1.O.C(#N)C. The product is [NH2:39][C:38]1[C:37]([N:36]2[CH:48]=[CH:49][N:50]=[CH:35]2)=[N:43][CH:42]=[C:41]([CH:40]=1)[C:44]([O:46][CH3:47])=[O:45]. The yield is 0.400. (4) The reactants are [Br:1][C:2]1[CH:9]=[CH:8][C:5]([CH:6]=[O:7])=[C:4](F)[CH:3]=1.[NH:11]1[CH2:16][CH2:15][CH2:14][CH2:13]C1.CC(N(C)C)=O. The catalyst is CCOC(C)=O. The product is [Br:1][C:2]1[CH:9]=[CH:8][C:5]([CH:6]=[O:7])=[C:4]([N:11]2[CH2:13][CH2:14][CH2:15][CH2:16]2)[CH:3]=1. The yield is 0.920. (5) The reactants are [Br:1][C:2]1[CH:11]=[C:10]2[C:5]([C:6](O)=[CH:7][CH:8]=[N:9]2)=[CH:4][C:3]=1[S:13]([CH3:16])(=[O:15])=[O:14].P(Cl)(Cl)([Cl:19])=O. No catalyst specified. The product is [Br:1][C:2]1[CH:11]=[C:10]2[C:5]([C:6]([Cl:19])=[CH:7][CH:8]=[N:9]2)=[CH:4][C:3]=1[S:13]([CH3:16])(=[O:15])=[O:14]. The yield is 0.810. (6) The reactants are [Cl:1][C:2]1[CH:3]=[N:4][CH:5]=[CH:6][C:7]=1[CH2:8][NH:9][C:10]1[N:15]=[CH:14][C:13]([CH:16]=[O:17])=[CH:12][CH:11]=1.[C:18]([O:22][C:23](O[C:23]([O:22][C:18]([CH3:21])([CH3:20])[CH3:19])=[O:24])=[O:24])([CH3:21])([CH3:20])[CH3:19].C(N(CC)CC)C. The catalyst is ClCCl.CN(C)C1C=CN=CC=1. The product is [C:18]([O:22][C:23](=[O:24])[N:9]([CH2:8][C:7]1[CH:6]=[CH:5][N:4]=[CH:3][C:2]=1[Cl:1])[C:10]1[CH:11]=[CH:12][C:13]([CH:16]=[O:17])=[CH:14][N:15]=1)([CH3:21])([CH3:20])[CH3:19]. The yield is 0.400. (7) The reactants are [OH-].[Na+].C[O:4][C:5](=[O:39])[CH2:6][C:7]1[CH:8]=[N:9][CH:10]=[C:11]([C:13]2[CH:18]=[CH:17][C:16]([C:19]([CH2:37][CH3:38])([C:22]3[CH:27]=[CH:26][C:25](/[CH:28]=[CH:29]/[C:30]([CH2:34][CH3:35])([OH:33])[CH2:31][CH3:32])=[C:24]([CH3:36])[CH:23]=3)[CH2:20][CH3:21])=[CH:15][CH:14]=2)[CH:12]=1.[Cl-].[NH4+]. The catalyst is CO.O1CCCC1. The product is [CH2:20]([C:19]([C:16]1[CH:15]=[CH:14][C:13]([C:11]2[CH:12]=[C:7]([CH2:6][C:5]([OH:39])=[O:4])[CH:8]=[N:9][CH:10]=2)=[CH:18][CH:17]=1)([C:22]1[CH:27]=[CH:26][C:25](/[CH:28]=[CH:29]/[C:30]([CH2:31][CH3:32])([OH:33])[CH2:34][CH3:35])=[C:24]([CH3:36])[CH:23]=1)[CH2:37][CH3:38])[CH3:21]. The yield is 0.660. (8) The reactants are [CH:1]([C:3]1[CH:11]=[CH:10][C:6]([C:7]([NH2:9])=[O:8])=[CH:5][CH:4]=1)=O.[CH3:12][O:13][C:14]1[CH:15]=[C:16]([C:24]2[CH:25]=[C:26]3[CH2:32][C:31](=[O:33])[N:30](COCC[Si](C)(C)C)[C:27]3=[N:28][CH:29]=2)[CH:17]=[C:18]([O:22][CH3:23])[C:19]=1[O:20][CH3:21]. No catalyst specified. The product is [O:33]=[C:31]1[NH:30][C:27]2=[N:28][CH:29]=[C:24]([C:16]3[CH:17]=[C:18]([O:22][CH3:23])[C:19]([O:20][CH3:21])=[C:14]([O:13][CH3:12])[CH:15]=3)[CH:25]=[C:26]2[C:32]1=[CH:1][C:3]1[CH:11]=[CH:10][C:6]([C:7]([NH2:9])=[O:8])=[CH:5][CH:4]=1. The yield is 0.500. (9) The reactants are [Cl:1][C:2]1[N:3]=[C:4]([CH2:9][CH2:10][CH3:11])[NH:5][C:6]=1[CH2:7][OH:8]. The catalyst is C(Cl)Cl.O1CCOCC1.[O-2].[O-2].[Mn+4]. The product is [Cl:1][C:2]1[N:3]=[C:4]([CH2:9][CH2:10][CH3:11])[NH:5][C:6]=1[CH:7]=[O:8]. The yield is 0.590.